From a dataset of Forward reaction prediction with 1.9M reactions from USPTO patents (1976-2016). Predict the product of the given reaction. (1) Given the reactants [CH:1]1[CH:9]=[C:8](Cl)[C:7]2[C:3](=[N:4][O:5][N:6]=2)[C:2]=1[N+:11]([O-:13])=[O:12].C([O-])(O)=O.[Na+].[NH2:19][CH2:20][CH2:21][CH2:22][CH2:23][CH2:24][C:25]([OH:27])=[O:26].C(O)(C(F)(F)F)=O, predict the reaction product. The product is: [N+:11]([C:2]1[C:3]2[C:7](=[N:6][O:5][N:4]=2)[C:8]([NH:19][CH2:20][CH2:21][CH2:22][CH2:23][CH2:24][C:25]([OH:27])=[O:26])=[CH:9][CH:1]=1)([O-:13])=[O:12]. (2) Given the reactants [OH-].[Na+].[CH3:3][S:4]([NH:7][C:8]1[CH:17]=[CH:16][C:11]([C:12]([O:14]C)=[O:13])=[CH:10][CH:9]=1)(=[O:6])=[O:5], predict the reaction product. The product is: [CH3:3][S:4]([NH:7][C:8]1[CH:17]=[CH:16][C:11]([C:12]([OH:14])=[O:13])=[CH:10][CH:9]=1)(=[O:6])=[O:5]. (3) Given the reactants [Cl:1][C:2]1[C:3]([C:22]2[S:26][C:25]([C:27]3([O:31][CH2:32][C:33]4[CH:38]=[CH:37][C:36]([O:39][CH3:40])=[CH:35][CH:34]=4)[CH2:30][O:29][CH2:28]3)=[N:24][CH:23]=2)=[C:4]2[CH:10]=[C:9](I)[N:8]([S:12]([C:15]3[CH:21]=[CH:20][C:18]([CH3:19])=[CH:17][CH:16]=3)(=[O:14])=[O:13])[C:5]2=[N:6][CH:7]=1.[N:41]1([CH2:46][CH2:47][N:48]2[CH:52]=[C:51](B3OC(C)(C)C(C)(C)O3)[CH:50]=[N:49]2)[CH2:45][CH2:44][CH2:43][CH2:42]1.C(=O)(O)[O-], predict the reaction product. The product is: [Cl:1][C:2]1[C:3]([C:22]2[S:26][C:25]([C:27]3([O:31][CH2:32][C:33]4[CH:38]=[CH:37][C:36]([O:39][CH3:40])=[CH:35][CH:34]=4)[CH2:30][O:29][CH2:28]3)=[N:24][CH:23]=2)=[C:4]2[CH:10]=[C:9]([C:51]3[CH:50]=[N:49][N:48]([CH2:47][CH2:46][N:41]4[CH2:45][CH2:44][CH2:43][CH2:42]4)[CH:52]=3)[N:8]([S:12]([C:15]3[CH:21]=[CH:20][C:18]([CH3:19])=[CH:17][CH:16]=3)(=[O:14])=[O:13])[C:5]2=[N:6][CH:7]=1. (4) Given the reactants C1(C2N=NC(NNC(=O)CC3C=C4C(=CC=3)N=CC=C4)=NC=2)C=CC=CC=1.[CH2:28]([O:35][C:36]1[CH:41]=[CH:40][C:39]([C:42]2[N:47]=[N:46][C:45]([NH:48][NH:49][C:50](=O)[CH2:51][O:52][C:53]3[C:62]4[C:57](=[CH:58][C:59]([O:65][CH3:66])=[C:60]([O:63][CH3:64])[CH:61]=4)[N:56]=[CH:55][CH:54]=3)=[N:44][CH:43]=2)=[CH:38][CH:37]=1)[C:29]1[CH:34]=[CH:33][CH:32]=[CH:31][CH:30]=1, predict the reaction product. The product is: [CH3:64][O:63][C:60]1[CH:61]=[C:62]2[C:57](=[CH:58][C:59]=1[O:65][CH3:66])[N:56]=[CH:55][CH:54]=[C:53]2[O:52][CH2:51][C:50]1[N:46]2[N:47]=[C:42]([C:39]3[CH:40]=[CH:41][C:36]([O:35][CH2:28][C:29]4[CH:34]=[CH:33][CH:32]=[CH:31][CH:30]=4)=[CH:37][CH:38]=3)[CH:43]=[N:44][C:45]2=[N:48][N:49]=1. (5) Given the reactants [CH3:1][O:2][C:3]1[CH:4]=[C:5]([CH2:12][C:13]([OH:15])=[O:14])[CH:6]=[CH:7][C:8]=1[N+:9]([O-])=O, predict the reaction product. The product is: [NH2:9][C:8]1[CH:7]=[CH:6][C:5]([CH2:12][C:13]([OH:15])=[O:14])=[CH:4][C:3]=1[O:2][CH3:1]. (6) Given the reactants [Br:1][C:2]1[CH:3]=[C:4]2[C:9](=[CH:10][CH:11]=1)[CH:8]=[C:7]([OH:12])[CH:6]=[CH:5]2.O[CH2:14][CH2:15][N:16]1[CH2:20][CH2:19][CH2:18][C:17]1=[O:21], predict the reaction product. The product is: [Br:1][C:2]1[CH:3]=[C:4]2[C:9](=[CH:10][CH:11]=1)[CH:8]=[C:7]([O:12][CH2:14][CH2:15][N:16]1[CH2:20][CH2:19][CH2:18][C:17]1=[O:21])[CH:6]=[CH:5]2. (7) Given the reactants [NH2:1][C@@:2]1([CH2:34][CH2:35][CH:36]([CH3:38])[CH3:37])[C:11]2[C:6](=[CH:7][CH:8]=[CH:9][CH:10]=2)[C:5]([OH:12])=[C:4]([C:13]2[NH:18][C:17]3[CH:19]=[CH:20][C:21]([NH:23]C(=O)OC(C)(C)C)=[CH:22][C:16]=3[S:15](=[O:32])(=[O:31])[N:14]=2)[C:3]1=[O:33].[C:39](=[O:42])([O-])[O-].[K+].[K+].[CH3:45][O:46][C:47]1[CH:48]=[C:49]([S:55](Cl)(=[O:57])=[O:56])[CH:50]=[C:51](OC)[CH:52]=1.Cl.N1C=CC=CC=1.[CH3:66][S:67](Cl)(=[O:69])=[O:68], predict the reaction product. The product is: [OH:12][C:5]1[C:6]2[C:11](=[CH:10][CH:9]=[CH:8][CH:7]=2)[C@@:2]([NH:1][S:55]([C:49]2[CH:48]=[C:47]([O:46][CH3:45])[CH:52]=[CH:51][C:50]=2[O:42][CH3:39])(=[O:57])=[O:56])([CH2:34][CH2:35][CH:36]([CH3:38])[CH3:37])[C:3](=[O:33])[C:4]=1[C:13]1[NH:18][C:17]2[CH:19]=[CH:20][C:21]([NH:23][S:67]([CH3:66])(=[O:69])=[O:68])=[CH:22][C:16]=2[S:15](=[O:31])(=[O:32])[N:14]=1. (8) Given the reactants [C:1]([C:5]1[CH:10]=[CH:9][C:8]([C:11]2[O:12][CH2:13][C:14]([CH3:17])([CH3:16])[N:15]=2)=[C:7]([CH:18]2[O:23][CH2:22][CH2:21][CH2:20][O:19]2)[CH:6]=1)([CH3:4])([CH3:3])[CH3:2].C([Li])CCC.C1C=CC(S(N(S(C2C=CC=CC=2)(=O)=O)[F:39])(=O)=O)=CC=1.[NH4+].[Cl-], predict the reaction product. The product is: [C:1]([C:5]1[CH:10]=[C:9]([F:39])[C:8]([C:11]2[O:12][CH2:13][C:14]([CH3:17])([CH3:16])[N:15]=2)=[C:7]([CH:18]2[O:23][CH2:22][CH2:21][CH2:20][O:19]2)[CH:6]=1)([CH3:2])([CH3:3])[CH3:4]. (9) Given the reactants [CH2:1]([C:8]1[NH:9][C:10](=O)[C:11]2[CH2:17][CH2:16][N:15]([C:18]([O:20][CH2:21][C:22]3[CH:27]=[CH:26][CH:25]=[CH:24][CH:23]=3)=[O:19])[CH2:14][CH2:13][C:12]=2[N:28]=1)[C:2]1[CH:7]=[CH:6][CH:5]=[CH:4][CH:3]=1.CN(C)C1C=CC=CC=1.O=P(Cl)(Cl)[Cl:41], predict the reaction product. The product is: [CH2:1]([C:8]1[N:9]=[C:10]([Cl:41])[C:11]2[CH2:17][CH2:16][N:15]([C:18]([O:20][CH2:21][C:22]3[CH:27]=[CH:26][CH:25]=[CH:24][CH:23]=3)=[O:19])[CH2:14][CH2:13][C:12]=2[N:28]=1)[C:2]1[CH:7]=[CH:6][CH:5]=[CH:4][CH:3]=1. (10) Given the reactants ClC1C=C(C=CC=1[N+]([O-])=O)C[P:6](=[O:13])([O:10][CH2:11][CH3:12])[O:7][CH2:8][CH3:9].Cl[CH2:21][C:22]1[CH:27]=[CH:26][C:25]([N+:28]([O-:30])=[O:29])=[C:24]([O:31][CH3:32])[C:23]=1[F:33], predict the reaction product. The product is: [F:33][C:23]1[C:24]([O:31][CH3:32])=[C:25]([N+:28]([O-:30])=[O:29])[CH:26]=[CH:27][C:22]=1[CH2:21][P:6](=[O:13])([O:10][CH2:11][CH3:12])[O:7][CH2:8][CH3:9].